From a dataset of Catalyst prediction with 721,799 reactions and 888 catalyst types from USPTO. Predict which catalyst facilitates the given reaction. Reactant: [CH3:1][C:2]1[CH:7]=[C:6]([N:8]2[CH2:13][CH2:12][CH:11]([C:14]([O:16]CC)=[O:15])[CH2:10][CH2:9]2)[CH:5]=[CH:4][N:3]=1.[OH-].[Na+].O.Cl. Product: [CH3:1][C:2]1[CH:7]=[C:6]([N:8]2[CH2:9][CH2:10][CH:11]([C:14]([OH:16])=[O:15])[CH2:12][CH2:13]2)[CH:5]=[CH:4][N:3]=1. The catalyst class is: 5.